Task: Predict which catalyst facilitates the given reaction.. Dataset: Catalyst prediction with 721,799 reactions and 888 catalyst types from USPTO (1) Reactant: [CH3:1][N:2]1[CH:7]=[CH:6][C:5]2[O:8][C:9]([C:17]3[CH:22]=[CH:21][C:20]([C:23]4([NH:27]C(=O)OC(C)(C)C)[CH2:26][CH2:25][CH2:24]4)=[CH:19][CH:18]=3)=[C:10]([C:11]3[CH:16]=[CH:15][CH:14]=[CH:13][CH:12]=3)[C:4]=2[C:3]1=[O:35].C(O)(C(F)(F)F)=O. Product: [NH2:27][C:23]1([C:20]2[CH:19]=[CH:18][C:17]([C:9]3[O:8][C:5]4[CH:6]=[CH:7][N:2]([CH3:1])[C:3](=[O:35])[C:4]=4[C:10]=3[C:11]3[CH:16]=[CH:15][CH:14]=[CH:13][CH:12]=3)=[CH:22][CH:21]=2)[CH2:24][CH2:25][CH2:26]1. The catalyst class is: 2. (2) Reactant: Cl.[C:2](Cl)(=O)[C:3]1[CH:8]=[CH:7][N:6]=[CH:5][CH:4]=1.[CH2:11]([NH:13][C:14](=[S:17])[NH:15][NH2:16])[CH3:12].[OH-].[Na+]. Product: [CH2:11]([N:13]1[C:2]([C:3]2[CH:8]=[CH:7][N:6]=[CH:5][CH:4]=2)=[N:16][NH:15][C:14]1=[S:17])[CH3:12]. The catalyst class is: 17. (3) Reactant: [F:1][C:2]1[CH:3]=[CH:4][C:5]([CH3:17])=[C:6]([CH:8]=[N:9][C:10]([O:12][Si:13]([CH3:16])([CH3:15])[CH3:14])=[CH2:11])[CH:7]=1.[Cl:18][C:19]1[CH:27]=[C:26]2[C:22](/[C:23](=[CH:37]/[C:38]3[CH:43]=[CH:42][CH:41]=[C:40]([Cl:44])[CH:39]=3)/[C:24](=[O:36])[N:25]2[CH2:28][O:29][CH2:30][CH2:31][Si](C)(C)C)=[CH:21][CH:20]=1.CO. Product: [Cl:18][C:19]1[CH:27]=[C:26]2[NH:25][C:24](=[O:36])[C:23]3([CH:37]([C:38]4[CH:43]=[CH:42][CH:41]=[C:40]([Cl:44])[CH:39]=4)[CH2:12][C:10](=[O:11])[NH:9][CH:8]3[C:6]3[CH:7]=[C:2]([F:1])[CH:3]=[CH:4][C:5]=3[CH3:17])[C:22]2=[CH:21][CH:20]=1.[CH3:28][O:29][CH:30]([Si:13]([CH3:14])([CH3:15])[CH3:16])[CH3:31]. The catalyst class is: 11. (4) Reactant: Br[CH2:2][C:3]1[CH:12]=[N:11][C:10]2[C:5](=[CH:6][CH:7]=[CH:8][CH:9]=2)[N:4]=1.[CH2:13]([O:15][P:16]([O:20]CC)[O:17][CH2:18][CH3:19])[CH3:14]. Product: [N:4]1[C:5]2[C:10](=[CH:9][CH:8]=[CH:7][CH:6]=2)[N:11]=[CH:12][C:3]=1[CH2:2][P:16](=[O:20])([O:17][CH2:18][CH3:19])[O:15][CH2:13][CH3:14]. The catalyst class is: 11. (5) Reactant: C[N:2]1[C:7]2[CH:8]=[CH:9][S:10][C:6]=2[C:5](=[O:11])O[C:3]1=O.C(O)C.Cl.[NH2:17][C@H:18]([C:20]1[CH:29]=[CH:28][C:23]([C:24]([O:26][CH3:27])=[O:25])=[CH:22][CH:21]=1)[CH3:19].C(O)(=O)CC(CC(O)=O)(C(O)=O)O. Product: [CH3:3][NH:2][C:7]1[CH:8]=[CH:9][S:10][C:6]=1[C:5]([NH:17][C@H:18]([C:20]1[CH:29]=[CH:28][C:23]([C:24]([O:26][CH3:27])=[O:25])=[CH:22][CH:21]=1)[CH3:19])=[O:11]. The catalyst class is: 66. (6) Reactant: [C:1](Cl)(=[O:6])[O:2][CH:3]([Cl:5])[CH3:4].[CH3:8][N:9]1[CH2:14][CH2:13][NH:12][CH2:11][CH2:10]1.N1C=CC=CC=1. Product: [ClH:5].[CH3:8][N:9]1[CH2:14][CH2:13][N:12]([C:1]([O:2][CH:3]([Cl:5])[CH3:4])=[O:6])[CH2:11][CH2:10]1. The catalyst class is: 2. (7) Reactant: [OH:1][C:2]1[CH:26]=[CH:25][C:5]([CH:6]=[C:7]2[CH2:12][CH2:11][CH2:10][CH:9]([C:13](=[O:23])[CH:14]=[CH:15][C:16]3[CH:21]=[CH:20][C:19]([OH:22])=[CH:18][CH:17]=3)[C:8]2=[O:24])=[CH:4][CH:3]=1. Product: [OH:1][C:2]1[CH:26]=[CH:25][C:5]([CH2:6][CH:7]2[CH2:12][CH2:11][CH2:10][CH:9]([C:13](=[O:23])[CH2:14][CH2:15][C:16]3[CH:17]=[CH:18][C:19]([OH:22])=[CH:20][CH:21]=3)[C:8]2=[O:24])=[CH:4][CH:3]=1. The catalyst class is: 99.